This data is from hERG potassium channel inhibition data for cardiac toxicity prediction from Karim et al.. The task is: Regression/Classification. Given a drug SMILES string, predict its toxicity properties. Task type varies by dataset: regression for continuous values (e.g., LD50, hERG inhibition percentage) or binary classification for toxic/non-toxic outcomes (e.g., AMES mutagenicity, cardiotoxicity, hepatotoxicity). Dataset: herg_karim. (1) The compound is O=c1ccc2ncc(F)c3c2n1C[C@@]3(O)CC12CCC(NCCCc3cc(F)ccc3F)(CC1)CO2. The result is 1 (blocker). (2) The drug is CCCCCCCN(CC)C/C=C/Cc1ccc(Cl)cc1. The result is 1 (blocker). (3) The compound is O=C(NC[C@@H](O)CN1CCC(Oc2ccc(Cl)c(Cl)c2)CC1)c1c[nH]nc1C(F)(F)F. The result is 1 (blocker). (4) The drug is Nc1ccc(C(=O)N2C[C@H]3C[C@@H](C2)C[N+](Cc2ccccc2)C3)cc1. The result is 0 (non-blocker). (5) The compound is COCCc1nc(CN[C@H]2CC[C@@H](F)C2)n(C(C)C)c1-c1ccc(Cl)cc1. The result is 0 (non-blocker).